From a dataset of Experimentally validated miRNA-target interactions with 360,000+ pairs, plus equal number of negative samples. Binary Classification. Given a miRNA mature sequence and a target amino acid sequence, predict their likelihood of interaction. (1) The protein sequence of the target gene is MGQKLSGSLKSVEVREPALRPAKRELRGLEPGRPARLDQLLDMPAAGLAVQLRHAWNPEDRSLNVFVKDDDRLTFHRHPVAQSTDGIRGKVGHARGLHAWQIHWPARQRGTHAVVGVATARAPLHSVGYTALVGSDSESWGWDLGRSRLYHDGKNRPGVAYPAFLGPDEAFALPDSLLVVLDMDEGTLSFIVDGQYLGVAFRGLKGKKLYPVVSAVWGHCEVTMRYINGLDPEPLPLMDLCRRSIRSALGRQRLRDIGSLPLPQSLKNYLQYQ. Result: 1 (interaction). The miRNA is mmu-miR-1906 with sequence UGCAGCAGCCUGAGGCAGGGCU. (2) The miRNA is hsa-miR-602 with sequence GACACGGGCGACAGCUGCGGCCC. The protein sequence of the target gene is MFNGEPGPASAGASRNVVRSSSISGEICGSQQAGGGAGTTTAKKRRSSLGAKMVAIVGLTQWSKSTLQLPQPEGATKKLRSNIRRSTETGIAVEMRSRVTRQGSRESTDGSTNSNSSEGTFIFPTRLGAESQFSDFLDGLGPAQIVGRQTLATPPMGDVHIAIMDRSGQLEVEVIEARGLTPKPGSKSLPATYIKAYLLENGACVAKKKTKVAKKTCDPLYQQALLFDEGPQGKVLQVIVWGDYGRMDHKCFMGMAQIMLDELDLSAAVTGWYKLFPTSSVADSTLGSLTRRLSQSSLES.... Result: 0 (no interaction).